Dataset: Human Reference Interactome with 51,813 positive PPI pairs across 8,248 proteins, plus equal number of experimentally-validated negative pairs. Task: Binary Classification. Given two protein amino acid sequences, predict whether they physically interact or not. Result: 0 (the proteins do not interact). Protein 1 (ENSG00000079102) has sequence MISVKRNTWRALSLVIGDCRKKGNFEYCQDRTEKHSTMPDSPVDVKTQSRLTPPTMPPPPTTQGAPRTSSFTPTTLTNGTSHSPTALNGAPSPPNGFSNGPSSSSSSSLANQQLPPACGARQLSKLKRFLTTLQQFGNDISPEIGERVRTLVLGLVNSTLTIEEFHSKLQEATNFPLRPFVIPFLKANLPLLQRELLHCARLAKQNPAQYLAQHEQLLLDASTTSPVDSSELLLDVNENGKRRTPDRTKENGFDREPLHSEHPSKRPCTISPGQRYSPNNGLSYQPNGLPHPTPPPPQHY.... Protein 2 (ENSG00000135823) has sequence MSMEDPFFVVKGEVQKAVNTAQGLFQRWTELLQDPSTATREEIDWTTNELRNNLRSIEWDLEDLDETISIVEANPRKFNLDATELSIRKAFITSTRQVVRDMKDQMSTSSVQALAERKNRQALLGDSGSQNWSTGTTDKYGRLDRELQRANSHFIEEQQAQQQLIVEQQDEQLELVSGSIGVLKNMSQRIGGELEEQAVMLEDFSHELESTQSRLDNVMKKLAKVSHMTSDRRQWCAIAILFAVLLVVLILFLVL*MKDQMSTSSVQALAERKNRQALLGDSGSQNWSTGTTDKYGRLDR....